The task is: Predict the reactants needed to synthesize the given product.. This data is from Full USPTO retrosynthesis dataset with 1.9M reactions from patents (1976-2016). Given the product [CH3:21][O:20][C:16]1[C:15]2[CH:11]([NH:10][C:7]3[O:8][CH2:9][C:4]4[CH:3]=[C:2]([NH:24][C:25]5[CH:30]=[CH:29][CH:28]=[C:27]([C:31]([F:33])([F:32])[F:34])[N:26]=5)[CH:23]=[CH:22][C:5]=4[N:6]=3)[CH2:12][O:13][C:14]=2[CH:19]=[CH:18][CH:17]=1, predict the reactants needed to synthesize it. The reactants are: Br[C:2]1[CH:23]=[CH:22][C:5]2[N:6]=[C:7]([NH:10][CH:11]3[C:15]4[C:16]([O:20][CH3:21])=[CH:17][CH:18]=[CH:19][C:14]=4[O:13][CH2:12]3)[O:8][CH2:9][C:4]=2[CH:3]=1.[NH2:24][C:25]1[CH:30]=[CH:29][CH:28]=[C:27]([C:31]([F:34])([F:33])[F:32])[N:26]=1.